Dataset: Full USPTO retrosynthesis dataset with 1.9M reactions from patents (1976-2016). Task: Predict the reactants needed to synthesize the given product. The reactants are: Br[C:2]1[C:7]([O:8][CH2:9][CH2:10][O:11][CH3:12])=[CH:6][CH:5]=[CH:4][C:3]=1[CH3:13].CC1(C)C(C)(C)OB(C2[C:23]3[CH:30]=[C:29]([CH2:31][OH:32])[CH:28]=[CH:27][C:24]=3[S:25][CH:26]=2)O1.[C:34]([O-])([O-])=O.[Cs+].[Cs+]. Given the product [CH3:12][O:11][CH2:10][CH2:9][O:8][C:7]1[C:2]([CH3:34])=[C:3]([C:13]2[C:23]3[CH:30]=[C:29]([CH2:31][OH:32])[CH:28]=[CH:27][C:24]=3[S:25][CH:26]=2)[CH:4]=[CH:5][CH:6]=1, predict the reactants needed to synthesize it.